The task is: Binary Classification. Given a drug SMILES string, predict its activity (active/inactive) in a high-throughput screening assay against a specified biological target.. This data is from HIV replication inhibition screening data with 41,000+ compounds from the AIDS Antiviral Screen. (1) The molecule is CC(=O)NC(CCCCNC(=O)NCCCl)C(=O)NCc1ccccc1. The result is 0 (inactive). (2) The compound is CSc1ccc(-c2cn3ccsc3n2)c(O)c1. The result is 0 (inactive). (3) The compound is COc1ccc(-c2cc(C(=O)O)c3cc4ccccc4cc3n2)cc1Br. The result is 0 (inactive). (4) The drug is NC(=S)NNCC(=O)CC(O)(C(F)(F)F)C(F)(F)Cl. The result is 0 (inactive). (5) The compound is C=C(CCC(=O)N(CCc1c[nH]c2ccccc12)C(=O)c1ccccc1CSCC)C(=O)OC. The result is 0 (inactive).